From a dataset of Full USPTO retrosynthesis dataset with 1.9M reactions from patents (1976-2016). Predict the reactants needed to synthesize the given product. (1) Given the product [Cl:12][C:13]1[CH:14]=[C:15]([NH:27][C:28](=[O:37])[C:29]2[CH:34]=[CH:33][C:32]([CH3:35])=[C:31]([C:2]#[C:1][C:3]3[N:7]4[N:8]=[CH:9][CH:10]=[CH:11][C:6]4=[N:5][CH:4]=3)[CH:30]=2)[CH:16]=[CH:17][C:18]=1[CH2:19][N:20]1[CH2:21][CH2:22][N:23]([CH3:26])[CH2:24][CH2:25]1, predict the reactants needed to synthesize it. The reactants are: [C:1]([C:3]1[N:7]2[N:8]=[CH:9][CH:10]=[CH:11][C:6]2=[N:5][CH:4]=1)#[CH:2].[Cl:12][C:13]1[CH:14]=[C:15]([NH:27][C:28](=[O:37])[C:29]2[CH:34]=[CH:33][C:32]([CH3:35])=[C:31](I)[CH:30]=2)[CH:16]=[CH:17][C:18]=1[CH2:19][N:20]1[CH2:25][CH2:24][N:23]([CH3:26])[CH2:22][CH2:21]1. (2) Given the product [OH:1][CH:2]1[CH2:3][CH2:4][N:5]([C:8]([N:10]2[CH2:15][CH:14]([C:16]3[CH:17]=[CH:18][C:19]([C:22]([F:24])([F:23])[F:25])=[CH:20][CH:21]=3)[CH2:13][CH:12]([C:26]3[O:27][N:32]=[C:31]([C:33]4[CH:34]=[N:35][CH:36]=[CH:37][CH:38]=4)[N:30]=3)[CH2:11]2)=[O:9])[CH2:6][CH2:7]1, predict the reactants needed to synthesize it. The reactants are: [OH:1][CH:2]1[CH2:7][CH2:6][N:5]([C:8]([N:10]2[CH2:15][CH:14]([C:16]3[CH:21]=[CH:20][C:19]([C:22]([F:25])([F:24])[F:23])=[CH:18][CH:17]=3)[CH2:13][CH:12]([C:26](O)=[O:27])[CH2:11]2)=[O:9])[CH2:4][CH2:3]1.O[NH:30][C:31]([C:33]1[CH:34]=[N:35][CH:36]=[CH:37][CH:38]=1)=[NH:32]. (3) Given the product [F:6][C:7]([F:30])([F:31])[C:8]1[CH:13]=[C:12]([C:14]([F:15])([F:16])[F:17])[CH:11]=[CH:10][C:9]=1[NH:18][C:19](=[O:29])[C:20]1[CH:25]=[CH:24][CH:23]=[C:22]([NH:26][C:27]([O:35][CH2:34][C:33]([F:40])([F:32])[C:36]([F:39])([F:38])[F:37])=[O:28])[CH:21]=1, predict the reactants needed to synthesize it. The reactants are: O1CCCC1.[F:6][C:7]([F:31])([F:30])[C:8]1[CH:13]=[C:12]([C:14]([F:17])([F:16])[F:15])[CH:11]=[CH:10][C:9]=1[NH:18][C:19](=[O:29])[C:20]1[CH:25]=[CH:24][CH:23]=[C:22]([N:26]=[C:27]=[O:28])[CH:21]=1.[F:32][C:33]([F:40])([C:36]([F:39])([F:38])[F:37])[CH2:34][OH:35].C(N(CC)CC)C. (4) Given the product [CH2:22]([C:24]1[CH:29]=[CH:28][C:27]([O:16][C@@H:14]([CH3:15])[CH2:13][CH2:12][S:11][C:7]2[CH:6]=[C:5]([CH2:4][C:3]([OH:2])=[O:21])[CH:10]=[CH:9][CH:8]=2)=[C:26]([C:31]2[CH:36]=[CH:35][CH:34]=[CH:33][N:32]=2)[CH:25]=1)[CH3:23], predict the reactants needed to synthesize it. The reactants are: C[O:2][C:3](=[O:21])[CH2:4][C:5]1[CH:10]=[CH:9][CH:8]=[C:7]([S:11][CH2:12][CH2:13][C@H:14]([O:16]S(C)(=O)=O)[CH3:15])[CH:6]=1.[CH2:22]([C:24]1[CH:29]=[CH:28][C:27](O)=[C:26]([C:31]2[CH:36]=[CH:35][CH:34]=[CH:33][N:32]=2)[CH:25]=1)[CH3:23].